Dataset: Reaction yield outcomes from USPTO patents with 853,638 reactions. Task: Predict the reaction yield, written as a fraction of the theoretical maximum amount of product (1.0 means a 100% yield; for example, 0.34 means a 34% yield). (1) The reactants are C(Cl)(=O)C(Cl)=O.[F:7][C:8]([F:46])([F:45])[C:9]1[CH:10]=[C:11]([CH:38]=[C:39]([C:41]([F:44])([F:43])[F:42])[CH:40]=1)[CH2:12][N:13]([CH3:37])[C:14](=[O:36])[C:15]1[C:20]([C:21]2[CH:26]=[CH:25][CH:24]=[CH:23][C:22]=2[CH3:27])=[CH:19][C:18]([CH:28]([OH:35])[C:29]2[CH:34]=[CH:33][CH:32]=[CH:31][CH:30]=2)=[N:17][CH:16]=1.C(N(CC)CC)C. The catalyst is ClCCl. The product is [C:28]([C:18]1[CH:19]=[C:20]([C:21]2[CH:26]=[CH:25][CH:24]=[CH:23][C:22]=2[CH3:27])[C:15]([C:14]([N:13]([CH2:12][C:11]2[CH:10]=[C:9]([C:8]([F:45])([F:7])[F:46])[CH:40]=[C:39]([C:41]([F:43])([F:44])[F:42])[CH:38]=2)[CH3:37])=[O:36])=[CH:16][N:17]=1)(=[O:35])[C:29]1[CH:30]=[CH:31][CH:32]=[CH:33][CH:34]=1. The yield is 0.700. (2) The catalyst is C(OCC)(=O)C. The reactants are [Cl-].O[NH3+:3].[C:4](=[O:7])([O-])[OH:5].[Na+].CS(C)=O.[CH2:13]([C:17]1[N:18]=[C:19]([CH2:39][O:40][CH3:41])[NH:20][C:21](=[O:38])[C:22]=1[CH2:23][C:24]1[CH:29]=[CH:28][C:27]([C:30]2[C:31]([C:36]#[N:37])=[CH:32][CH:33]=[CH:34][CH:35]=2)=[CH:26][CH:25]=1)[CH2:14][CH2:15][CH3:16]. The product is [CH2:13]([C:17]1[N:18]=[C:19]([CH2:39][O:40][CH3:41])[NH:20][C:21](=[O:38])[C:22]=1[CH2:23][C:24]1[CH:29]=[CH:28][C:27]([C:30]2[CH:35]=[CH:34][CH:33]=[CH:32][C:31]=2[C:36]2[NH:3][C:4](=[O:7])[O:5][N:37]=2)=[CH:26][CH:25]=1)[CH2:14][CH2:15][CH3:16]. The yield is 0.470. (3) The reactants are C([N:8]1[CH2:13][CH2:12][N:11](CC2C=CC=CC=2)[CH2:10][C@@H:9]1[CH2:21][CH2:22][C:23]1[CH:27]=[CH:26][O:25][CH:24]=1)C1C=CC=CC=1.C([O-])=O.[NH4+]. The catalyst is C(O)C.[Pd]. The product is [O:25]1[CH:26]=[CH:27][C:23]([CH2:22][CH2:21][C@H:9]2[CH2:10][NH:11][CH2:12][CH2:13][NH:8]2)=[CH:24]1. The yield is 0.430. (4) The reactants are [N+:1]([C:4]1[CH:13]=[CH:12][C:7]2[NH:8][CH2:9][CH2:10][O:11][C:6]=2[CH:5]=1)([O-:3])=[O:2].[CH:14](=O)[CH3:15].[BH3-]C#N.[Na+]. No catalyst specified. The product is [CH2:14]([N:8]1[C:7]2[CH:12]=[CH:13][C:4]([N+:1]([O-:3])=[O:2])=[CH:5][C:6]=2[O:11][CH2:10][CH2:9]1)[CH3:15]. The yield is 0.740. (5) The reactants are Cl[C:2]1[C:7]([S:8]([CH3:11])(=[O:10])=[O:9])=[CH:6][N:5]=[C:4]2[N:12]([Si](C(C)C)(C(C)C)C(C)C)[CH:13]=[CH:14][C:3]=12.[CH:25]1([NH2:31])[CH2:30][CH2:29][CH2:28][CH2:27][CH2:26]1.C(N(CC)C(C)C)(C)C. The catalyst is O. The product is [CH:25]1([NH:31][C:2]2[C:3]3[CH:14]=[CH:13][NH:12][C:4]=3[N:5]=[CH:6][C:7]=2[S:8]([CH3:11])(=[O:9])=[O:10])[CH2:30][CH2:29][CH2:28][CH2:27][CH2:26]1. The yield is 0.150. (6) The reactants are [C:1]([O:7][CH2:8][CH3:9])(=[O:6])[CH2:2][C:3]([CH3:5])=O.[Br:10][C:11]1[CH:18]=[CH:17][CH:16]=[CH:15][C:12]=1[CH:13]=O.[NH4+:19].[OH-:20]. The catalyst is CCO. The product is [Br:10][C:11]1[CH:18]=[CH:17][CH:16]=[CH:15][C:12]=1[CH:13]1[C:2]([C:1]([O:7][CH2:8][CH3:9])=[O:6])=[C:3]([CH3:5])[NH:19][C:3]([CH3:5])=[C:2]1[C:1]([O:7][CH2:8][CH3:9])=[O:20]. The yield is 0.150. (7) The reactants are Cl[C:2]1[C:11]([N+:12]([O-:14])=[O:13])=[CH:10][C:5]([C:6]([O:8][CH3:9])=[O:7])=[CH:4][N:3]=1.[CH2:15]([NH:22][CH2:23][C:24]([O:26][CH3:27])=[O:25])[C:16]1[CH:21]=[CH:20][CH:19]=[CH:18][CH:17]=1.Cl[CH2:29]Cl. No catalyst specified. The product is [CH2:15]([N:22]([CH2:23][C:24]([O:26][CH2:27][CH3:29])=[O:25])[C:2]1[C:11]([N+:12]([O-:14])=[O:13])=[CH:10][C:5]([C:6]([O:8][CH3:9])=[O:7])=[CH:4][N:3]=1)[C:16]1[CH:21]=[CH:20][CH:19]=[CH:18][CH:17]=1. The yield is 0.900. (8) The reactants are [CH3:1][C@H:2]1[N:7]2[C:8]3[C:9]([O:15][C:16]([F:19])([F:18])[F:17])=[CH:10][CH:11]=[CH:12][C:13]=3[CH:14]=[C:6]2[C:5](=O)[NH:4][CH2:3]1.[H-].[Al+3].[Li+].[H-].[H-].[H-].C(C(C(C([O-])=O)O)O)([O-])=O.[K+].[Na+]. The catalyst is O1CCCC1. The product is [CH3:1][C@H:2]1[N:7]2[C:8]3[C:9]([O:15][C:16]([F:19])([F:17])[F:18])=[CH:10][CH:11]=[CH:12][C:13]=3[CH:14]=[C:6]2[CH2:5][NH:4][CH2:3]1. The yield is 0.510. (9) The reactants are [F:1][C@@H:2]1[C@H:6]([OH:7])[C@@H:5]([CH2:8][OH:9])[O:4][C@H:3]1[N:10]1[CH:17]=[CH:16][C:14]([NH2:15])=[N:13][C:11]1=[O:12].[CH3:18][C:19]([Si:22](Cl)([CH3:24])[CH3:23])([CH3:21])[CH3:20]. The catalyst is N1C=CC=CC=1. The product is [Si:22]([O:9][CH2:8][C@H:5]1[O:4][C@@H:3]([N:10]2[CH:17]=[CH:16][C:14]([NH2:15])=[N:13][C:11]2=[O:12])[C@H:2]([F:1])[C@@H:6]1[OH:7])([C:19]([CH3:21])([CH3:20])[CH3:18])([CH3:24])[CH3:23]. The yield is 0.820.